The task is: Predict which catalyst facilitates the given reaction.. This data is from Catalyst prediction with 721,799 reactions and 888 catalyst types from USPTO. (1) Reactant: [Cl:1][C:2]1[C:7]([Cl:8])=[CH:6][CH:5]=[CH:4][C:3]=1[OH:9].[Br:10]Br.[O-]S([O-])(=S)=O.[Na+].[Na+]. Product: [Br:10][C:6]1[CH:5]=[CH:4][C:3]([OH:9])=[C:2]([Cl:1])[C:7]=1[Cl:8]. The catalyst class is: 2. (2) Reactant: [CH3:1][C:2]1[CH:7]=[CH:6][CH:5]=[CH:4][C:3]=1[C:8]1[Se:12][C:11]([NH2:13])=[N:10][CH:9]=1.[F:14][C:15]1[CH:23]=[CH:22][CH:21]=[CH:20][C:16]=1[C:17](Cl)=[O:18].CN(C1C=CC=CN=1)C.C(N(CC)C(C)C)(C)C. Product: [F:14][C:15]1[CH:23]=[CH:22][CH:21]=[CH:20][C:16]=1[C:17]([NH:13][C:11]1[Se:12][C:8]([C:3]2[CH:4]=[CH:5][CH:6]=[CH:7][C:2]=2[CH3:1])=[CH:9][N:10]=1)=[O:18]. The catalyst class is: 2. (3) Reactant: [Cl:1][C:2]1[CH:7]=[CH:6][C:5]([OH:8])=[CH:4][CH:3]=1.C(N(CC)CC)C.[F:16][C:17]1[CH:22]=[C:21]([F:23])[C:20]([F:24])=[CH:19][C:18]=1[S:25](Cl)(=[O:27])=[O:26]. Product: [F:16][C:17]1[CH:22]=[C:21]([F:23])[C:20]([F:24])=[CH:19][C:18]=1[S:25]([O:8][C:5]1[CH:6]=[CH:7][C:2]([Cl:1])=[CH:3][CH:4]=1)(=[O:27])=[O:26]. The catalyst class is: 355. (4) Reactant: [NH2:1][C:2]1[CH:10]=[CH:9][CH:8]=[C:7]2[C:3]=1[CH2:4][N:5]([C:12]1[CH:13]=[C:14]3[C:18](=[CH:19][CH:20]=1)[N:17]([CH3:21])[CH:16]=[CH:15]3)[C:6]2=[O:11].C(N(CC)CC)C.[C:29](Cl)(=[O:31])[CH3:30]. Product: [CH3:21][N:17]1[C:18]2[C:14](=[CH:13][C:12]([N:5]3[CH2:4][C:3]4[C:7](=[CH:8][CH:9]=[CH:10][C:2]=4[NH:1][C:29](=[O:31])[CH3:30])[C:6]3=[O:11])=[CH:20][CH:19]=2)[CH:15]=[CH:16]1. The catalyst class is: 7. (5) Reactant: [CH:1]([O:4][C:5]1[CH:6]=[C:7]([CH:18]=[C:19]([C:21]([O:23][CH3:24])=[O:22])[CH:20]=1)[O:8][C:9]1[N:10]=[CH:11][C:12](C(O)=O)=[N:13][CH:14]=1)([CH3:3])[CH3:2].C1(P(N=[N+]=[N-])(C2C=CC=CC=2)=[O:32])C=CC=CC=1.C([N:44]([CH2:47]C)CC)C.[C:49]([OH:53])([CH3:52])([CH3:51])[CH3:50]. Product: [C:49]([O:53][C:47]([NH:44][C:12]1[N:13]=[CH:14][C:9]([O:8][C:7]2[CH:18]=[C:19]([CH:20]=[C:5]([O:4][CH:1]([CH3:2])[CH3:3])[CH:6]=2)[C:21]([O:23][CH3:24])=[O:22])=[N:10][CH:11]=1)=[O:32])([CH3:52])([CH3:51])[CH3:50]. The catalyst class is: 6. (6) Reactant: [CH3:1]C([O-])(C)C.[K+].[Cl:7][C:8]1[CH:15]=[CH:14][C:11]([CH:12]=O)=[C:10]([F:16])[CH:9]=1. Product: [Cl:7][C:8]1[CH:15]=[CH:14][C:11]([CH:12]=[CH2:1])=[C:10]([F:16])[CH:9]=1. The catalyst class is: 220. (7) Reactant: [NH2:1][C:2]1[C:10]([NH2:11])=[CH:9][CH:8]=[CH:7][C:3]=1[C:4]([OH:6])=[O:5].[CH:12]([C:14]1[CH:32]=[CH:31][CH:30]=[CH:29][C:15]=1[O:16][CH:17]1[CH2:21][CH2:20][N:19]([C:22]([O:24][C:25]([CH3:28])([CH3:27])[CH3:26])=[O:23])[CH2:18]1)=O.S(S([O-])=O)([O-])(=O)=O.[Na+].[Na+]. Product: [C:25]([O:24][C:22]([N:19]1[CH2:20][CH2:21][CH:17]([O:16][C:15]2[CH:29]=[CH:30][CH:31]=[CH:32][C:14]=2[C:12]2[NH:11][C:10]3[CH:9]=[CH:8][CH:7]=[C:3]([C:4]([OH:6])=[O:5])[C:2]=3[N:1]=2)[CH2:18]1)=[O:23])([CH3:28])([CH3:27])[CH3:26]. The catalyst class is: 18. (8) Reactant: Cl.[C:2]1([CH:8]([N:10]2[CH2:14][CH:13]([CH2:15][NH:16][CH:17]([C:19]3[CH:24]=[CH:23][CH:22]=[CH:21][CH:20]=3)[CH3:18])[O:12][C:11]2=[O:25])[CH3:9])[CH:7]=[CH:6][CH:5]=[CH:4][CH:3]=1. Product: [C:2]1([CH:8]([N:10]2[CH2:14][CH:13]([CH2:15][NH:16][CH:17]([C:19]3[CH:24]=[CH:23][CH:22]=[CH:21][CH:20]=3)[CH3:18])[O:12][C:11]2=[O:25])[CH3:9])[CH:3]=[CH:4][CH:5]=[CH:6][CH:7]=1. The catalyst class is: 4.